This data is from Forward reaction prediction with 1.9M reactions from USPTO patents (1976-2016). The task is: Predict the product of the given reaction. (1) Given the reactants [CH3:1][O:2][C:3]1[CH:4]=[C:5]([C:9]([CH3:14])([CH3:13])C(O)=O)[CH:6]=[CH:7][CH:8]=1.CC[N:17]([CH2:20]C)CC.C1(P(N=[N+]=[N-])(C2C=CC=CC=2)=[O:29])C=CC=CC=1.[CH2:39]([OH:46])[C:40]1[CH:45]=[CH:44][CH:43]=[CH:42][CH:41]=1, predict the reaction product. The product is: [CH2:39]([O:46][C:20](=[O:29])[NH:17][C:9]([C:5]1[CH:6]=[CH:7][CH:8]=[C:3]([O:2][CH3:1])[CH:4]=1)([CH3:13])[CH3:14])[C:40]1[CH:45]=[CH:44][CH:43]=[CH:42][CH:41]=1. (2) Given the reactants C([O:3][C:4]([C:6]1([CH3:20])[CH2:11][CH2:10][N:9]([C:12](=[O:19])[C:13]2[CH:18]=[CH:17][CH:16]=[CH:15][CH:14]=2)[CH2:8][CH2:7]1)=[O:5])C.[OH-].[Na+], predict the reaction product. The product is: [C:12]([N:9]1[CH2:8][CH2:7][C:6]([CH3:20])([C:4]([OH:5])=[O:3])[CH2:11][CH2:10]1)(=[O:19])[C:13]1[CH:18]=[CH:17][CH:16]=[CH:15][CH:14]=1. (3) The product is: [C:1]([O:5][C:6]([N:8]1[CH2:9][CH2:10][N:11]([C:14]2[C:15](=[O:33])[N:16]([CH2:29][CH:30]([CH3:32])[CH3:31])[N:17]=[C:18]([C:21]3[CH:26]=[CH:25][C:24]([F:34])=[C:23]([F:28])[CH:22]=3)[C:19]=2[CH3:20])[CH2:12][CH2:13]1)=[O:7])([CH3:3])([CH3:2])[CH3:4]. Given the reactants [C:1]([O:5][C:6]([N:8]1[CH2:13][CH2:12][N:11]([C:14]2[C:15](=[O:33])[N:16]([CH2:29][CH:30]([CH3:32])[CH3:31])[N:17]=[C:18]([C:21]3[CH:26]=[CH:25][C:24](C)=[C:23]([F:28])[CH:22]=3)[C:19]=2[CH3:20])[CH2:10][CH2:9]1)=[O:7])([CH3:4])([CH3:3])[CH3:2].[F:34]C1C=C(C2C=C(COS(C)(=O)=O)C(=O)N(CC(C)C)N=2)C=CC=1F.N1(C(OC(C)(C)C)=O)CCNCC1, predict the reaction product.